This data is from Peptide-MHC class I binding affinity with 185,985 pairs from IEDB/IMGT. The task is: Regression. Given a peptide amino acid sequence and an MHC pseudo amino acid sequence, predict their binding affinity value. This is MHC class I binding data. (1) The peptide sequence is WTGMVDGWY. The MHC is HLA-A01:01 with pseudo-sequence HLA-A01:01. The binding affinity (normalized) is 0.778. (2) The peptide sequence is MALATGLWW. The MHC is HLA-B83:01 with pseudo-sequence HLA-B83:01. The binding affinity (normalized) is 0.213. (3) The peptide sequence is AVFDRKSDAK. The MHC is HLA-B40:02 with pseudo-sequence HLA-B40:02. The binding affinity (normalized) is 0. (4) The peptide sequence is DEFLKVPEW. The MHC is HLA-B57:01 with pseudo-sequence HLA-B57:01. The binding affinity (normalized) is 0.0847. (5) The peptide sequence is VQLDWQGDY. The MHC is HLA-A69:01 with pseudo-sequence HLA-A69:01. The binding affinity (normalized) is 0.0847.